From a dataset of Full USPTO retrosynthesis dataset with 1.9M reactions from patents (1976-2016). Predict the reactants needed to synthesize the given product. Given the product [CH2:10]([N:14]([C:24]1[CH:29]=[CH:28][CH:27]=[C:26]([C:30]2[N:6]3[N:7]=[CH:8][C:4]([N+:1]([O-:3])=[O:2])=[C:5]3[N:9]=[CH:32][CH:31]=2)[CH:25]=1)[S:15]([C:18]1[CH:23]=[CH:22][CH:21]=[CH:20][CH:19]=1)(=[O:17])=[O:16])[CH2:11][CH2:12][CH3:13], predict the reactants needed to synthesize it. The reactants are: [N+:1]([C:4]1[CH:8]=[N:7][NH:6][C:5]=1[NH2:9])([O-:3])=[O:2].[CH2:10]([N:14]([C:24]1[CH:29]=[CH:28][CH:27]=[C:26]([C:30](=O)[CH:31]=[CH:32]N(C)C)[CH:25]=1)[S:15]([C:18]1[CH:23]=[CH:22][CH:21]=[CH:20][CH:19]=1)(=[O:17])=[O:16])[CH2:11][CH2:12][CH3:13].C(OCC)(=O)C.